Predict which catalyst facilitates the given reaction. From a dataset of Catalyst prediction with 721,799 reactions and 888 catalyst types from USPTO. (1) Reactant: C(N(CC)CC)C.[C:8]1([CH3:18])[CH:13]=[CH:12][C:11]([S:14](Cl)(=[O:16])=[O:15])=[CH:10][CH:9]=1.[F:19][C:20]1[CH:25]=[CH:24][C:23]([CH2:26][C:27]2[C:36]3[C:31](=[CH:32][CH:33]=[CH:34][CH:35]=3)[C:30](=[O:37])[NH:29][N:28]=2)=[CH:22][C:21]=1[C:38]([N:40]1[CH2:45][CH2:44][NH:43][CH2:42][CH:41]1[C:46](=[O:53])[CH2:47][CH2:48][CH2:49][CH2:50][CH2:51]O)=[O:39]. Product: [F:19][C:20]1[CH:25]=[CH:24][C:23]([CH2:26][C:27]2[C:36]3[C:31](=[CH:32][CH:33]=[CH:34][CH:35]=3)[C:30](=[O:37])[NH:29][N:28]=2)=[CH:22][C:21]=1[C:38]([N:40]1[CH2:45][CH2:44][NH:43][CH2:42][CH:41]1[C:46](=[O:53])[CH2:47][CH2:48][CH2:49][CH2:50][CH2:51][S:14]([C:11]1[CH:12]=[CH:13][C:8]([CH3:18])=[CH:9][CH:10]=1)(=[O:16])=[O:15])=[O:39]. The catalyst class is: 4. (2) Reactant: Cl[C:2]1[CH:7]=[CH:6][N:5]=[C:4]2[CH:8]=[C:9]([C:11]3[N:12]([CH3:16])[CH:13]=[CH:14][N:15]=3)[S:10][C:3]=12.[C:17]1([NH2:24])[CH:22]=[CH:21][C:20]([NH2:23])=[CH:19][CH:18]=1. Product: [CH3:16][N:12]1[CH:13]=[CH:14][N:15]=[C:11]1[C:9]1[S:10][C:3]2[C:4](=[N:5][CH:6]=[CH:7][C:2]=2[NH:23][C:20]2[CH:21]=[CH:22][C:17]([NH2:24])=[CH:18][CH:19]=2)[CH:8]=1. The catalyst class is: 32. (3) Reactant: C(=O)([O-])[O-].[Cs+].[Cs+].C[O:8][C:9](=[O:21])[CH2:10][C:11]1[C:12]2[CH:19]=[CH:18][CH:17]=[C:16]([OH:20])[C:13]=2[S:14][CH:15]=1.Cl[CH2:23][C:24]1[CH:28]=[C:27]([C:29]2[CH:34]=[CH:33][C:32]([Cl:35])=[CH:31][CH:30]=2)[O:26][N:25]=1. Product: [Cl:35][C:32]1[CH:31]=[CH:30][C:29]([C:27]2[O:26][N:25]=[C:24]([CH2:23][O:20][C:16]3[C:13]4[S:14][CH:15]=[C:11]([CH2:10][C:9]([OH:8])=[O:21])[C:12]=4[CH:19]=[CH:18][CH:17]=3)[CH:28]=2)=[CH:34][CH:33]=1. The catalyst class is: 245. (4) Product: [OH:4][CH:5]1[C:14]2=[N:13][C:12]([C:15]3[CH:20]=[CH:19][C:18]([CH3:21])=[CH:17][CH:16]=3)=[C:11]([C:22]3[CH:27]=[CH:26][C:25]([CH3:28])=[CH:24][CH:23]=3)[N:10]=[C:9]2[N:8]([CH2:29][CH2:30][CH2:31][CH2:32][CH2:33][CH2:34][C:35]([NH:58][S:55]([CH3:54])(=[O:57])=[O:56])=[O:37])[CH2:7][CH2:6]1. Reactant: N=C=N.[OH:4][CH:5]1[C:14]2[C:9](=[N:10][C:11]([C:22]3[CH:27]=[CH:26][C:25]([CH3:28])=[CH:24][CH:23]=3)=[C:12]([C:15]3[CH:20]=[CH:19][C:18]([CH3:21])=[CH:17][CH:16]=3)[N:13]=2)[N:8]([CH2:29][CH2:30][CH2:31][CH2:32][CH2:33][CH2:34][C:35]([OH:37])=O)[CH2:7][CH2:6]1.C1CCC(NCC(F)=C2CCCCC2)CC1.[CH3:54][S:55]([NH2:58])(=[O:57])=[O:56]. The catalyst class is: 64. (5) Reactant: [CH3:1][C:2]1[O:3][C:4]([C:10]([F:13])([F:12])[F:11])=[C:5]([C:7]([OH:9])=O)[N:6]=1.O1CCCC1.C(Cl)(=O)C(Cl)=O.[NH2:25][C:26]1[CH:27]=[C:28]([CH:45]=[CH:46][CH:47]=1)[O:29][C:30]1[CH:31]=[CH:32][C:33]2[N:34]([N:36]=[C:37]([NH:39][C:40]([CH:42]3[CH2:44][CH2:43]3)=[O:41])[N:38]=2)[CH:35]=1. Product: [CH:42]1([C:40]([NH:39][C:37]2[N:38]=[C:33]3[CH:32]=[CH:31][C:30]([O:29][C:28]4[CH:27]=[C:26]([NH:25][C:7]([C:5]5[N:6]=[C:2]([CH3:1])[O:3][C:4]=5[C:10]([F:13])([F:12])[F:11])=[O:9])[CH:47]=[CH:46][CH:45]=4)=[CH:35][N:34]3[N:36]=2)=[O:41])[CH2:43][CH2:44]1. The catalyst class is: 402. (6) Reactant: [Cl:1][C:2]1[CH:3]=[C:4]([C:10]([N:12]2[C:17]3[CH:18]=[CH:19][CH:20]=[CH:21][C:16]=3[O:15][CH2:14][CH2:13]2)=[O:11])[CH:5]=[C:6]([Cl:9])[C:7]=1[OH:8].C(=O)([O-])[O-].[K+].[K+].Br[CH2:29][C:30]([O:32][CH2:33][CH3:34])=[O:31].C(O)(=O)CC(CC(O)=O)(C(O)=O)O. Product: [Cl:9][C:6]1[CH:5]=[C:4]([C:10]([N:12]2[C:17]3[CH:18]=[CH:19][CH:20]=[CH:21][C:16]=3[O:15][CH2:14][CH2:13]2)=[O:11])[CH:3]=[C:2]([Cl:1])[C:7]=1[O:8][CH2:29][C:30]([O:32][CH2:33][CH3:34])=[O:31]. The catalyst class is: 42. (7) Reactant: Cl[CH2:2][C:3](=[O:5])[CH3:4].[CH3:6][O:7][C:8]1[CH:22]=[C:21]([O:23][CH3:24])[CH:20]=[CH:19][C:9]=1[CH2:10][NH:11][C:12]([N:14]=CN(C)C)=[S:13].O.[C:26]([O-])(O)=O.[Na+]. Product: [CH3:6][O:7][C:8]1[CH:22]=[C:21]([O:23][CH3:24])[CH:20]=[CH:19][C:9]=1[CH2:10][N:11]1[C:2]([C:3](=[O:5])[CH3:4])=[CH:26][S:13][CH:12]1[NH2:14]. The catalyst class is: 10. (8) Reactant: [Cl:1][C:2]1[CH:7]=[C:6]([O:8][C:9]2[C:10](I)=[N:11][C:12]([CH3:15])=[CH:13][CH:14]=2)[CH:5]=[CH:4][N:3]=1.C([Sn](CCCC)(CCCC)[C:22]1[CH:23]=[N:24][CH:25]=[N:26][CH:27]=1)CCC.CO. Product: [Cl:1][C:2]1[CH:7]=[C:6]([O:8][C:9]2[C:10]([C:22]3[CH:23]=[N:24][CH:25]=[N:26][CH:27]=3)=[N:11][C:12]([CH3:15])=[CH:13][CH:14]=2)[CH:5]=[CH:4][N:3]=1. The catalyst class is: 176. (9) Reactant: [Cl:1][C:2]1[CH:3]=[C:4]([CH:10]=[C:11]([O:13][C:14]2[CH:19]=[C:18]([C:20]#[N:21])[CH:17]=[C:16]([Cl:22])[CH:15]=2)[CH:12]=1)[O:5][CH2:6][C:7](Cl)=[O:8].[Cl:23][C:24]1[CH:30]=[C:29]([S:31]([CH3:34])(=[O:33])=[O:32])[CH:28]=[CH:27][C:25]=1[NH2:26].CCN(C(C)C)C(C)C. Product: [Cl:1][C:2]1[CH:3]=[C:4]([CH:10]=[C:11]([O:13][C:14]2[CH:19]=[C:18]([C:20]#[N:21])[CH:17]=[C:16]([Cl:22])[CH:15]=2)[CH:12]=1)[O:5][CH2:6][C:7]([NH:26][C:25]1[CH:27]=[CH:28][C:29]([S:31]([CH3:34])(=[O:33])=[O:32])=[CH:30][C:24]=1[Cl:23])=[O:8]. The catalyst class is: 3. (10) Reactant: CO.[OH-].[Na+:4].[CH2:5]([C:7]([C:25]1[CH:30]=[CH:29][C:28]([C:31]2[CH:36]=[CH:35][C:34]([CH2:37][C:38]([O:40]C)=[O:39])=[C:33]([F:42])[CH:32]=2)=[C:27]([CH3:43])[CH:26]=1)([C:10]1[CH:15]=[CH:14][C:13](/[CH:16]=[CH:17]/[C:18]([CH2:22][CH3:23])([OH:21])[CH2:19][CH3:20])=[C:12]([CH3:24])[CH:11]=1)[CH2:8][CH3:9])[CH3:6].[Cl-].[NH4+]. Product: [CH2:5]([C:7]([C:25]1[CH:30]=[CH:29][C:28]([C:31]2[CH:36]=[CH:35][C:34]([CH2:37][C:38]([O-:40])=[O:39])=[C:33]([F:42])[CH:32]=2)=[C:27]([CH3:43])[CH:26]=1)([C:10]1[CH:15]=[CH:14][C:13](/[CH:16]=[CH:17]/[C:18]([CH2:19][CH3:20])([OH:21])[CH2:22][CH3:23])=[C:12]([CH3:24])[CH:11]=1)[CH2:8][CH3:9])[CH3:6].[Na+:4]. The catalyst class is: 7.